This data is from Full USPTO retrosynthesis dataset with 1.9M reactions from patents (1976-2016). The task is: Predict the reactants needed to synthesize the given product. (1) Given the product [OH:11][CH2:12][CH2:13][N:14]1[CH2:19][CH2:18][CH2:17][N:16]([C:2]2[CH:7]=[CH:6][C:5]([N+:8]([O-:10])=[O:9])=[CH:4][CH:3]=2)[C:15]1=[O:20], predict the reactants needed to synthesize it. The reactants are: I[C:2]1[CH:7]=[CH:6][C:5]([N+:8]([O-:10])=[O:9])=[CH:4][CH:3]=1.[OH:11][CH2:12][CH2:13][N:14]1[CH2:19][CH2:18][CH2:17][NH:16][C:15]1=[O:20]. (2) Given the product [CH:1]([O:4][C:5]1[CH:6]=[CH:7][C:8]([C:12]([OH:14])=[O:13])=[N:9][C:10]=1[CH3:11])([CH3:3])[CH3:2], predict the reactants needed to synthesize it. The reactants are: [CH:1]([O:4][C:5]1[CH:6]=[CH:7][C:8]([C:12]([O-:14])=[O:13])=[N:9][C:10]=1[CH3:11])([CH3:3])[CH3:2].[Li+].[OH-].O.CCOC(C)=O. (3) Given the product [CH3:38][O:37][CH2:36][CH2:35][O:34][CH2:33][CH2:32][O:31][CH2:30][CH2:29][O:28][CH2:27][CH2:26][O:25][CH2:24][CH2:23][O:22][CH2:21][CH2:20][O:19][CH2:18][CH2:17][O:16][CH2:15][CH2:14][NH:13][C:11]([C@@H:6]1[CH2:7][CH2:8][CH2:9][CH2:10][N:5]1[CH2:4][CH2:3][N:2]([CH3:1])[C:54](=[O:56])[C:53]1[CH:57]=[CH:58][CH:59]=[C:51]([C:49]([NH:48][C:45]2[CH:46]=[CH:47][C:42]([N:41]([CH2:39][CH3:40])[CH2:80][CH3:81])=[CH:43][C:44]=2[C:60]2[CH:65]=[C:64]([C:66](=[O:79])[NH:67][CH2:68][C:69]3[CH:74]=[CH:73][CH:72]=[C:71]([C:75]([F:76])([F:77])[F:78])[CH:70]=3)[CH:63]=[CH:62][N:61]=2)=[O:50])[CH:52]=1)=[O:12], predict the reactants needed to synthesize it. The reactants are: [CH3:1][NH:2][CH2:3][CH2:4][N:5]1[CH2:10][CH2:9][CH2:8][CH2:7][C@H:6]1[C:11]([NH:13][CH2:14][CH2:15][O:16][CH2:17][CH2:18][O:19][CH2:20][CH2:21][O:22][CH2:23][CH2:24][O:25][CH2:26][CH2:27][O:28][CH2:29][CH2:30][O:31][CH2:32][CH2:33][O:34][CH2:35][CH2:36][O:37][CH3:38])=[O:12].[CH2:39]([N:41]([CH2:80][CH3:81])[C:42]1[CH:47]=[CH:46][C:45]([NH:48][C:49]([C:51]2[CH:52]=[C:53]([CH:57]=[CH:58][CH:59]=2)[C:54]([OH:56])=O)=[O:50])=[C:44]([C:60]2[CH:65]=[C:64]([C:66](=[O:79])[NH:67][CH2:68][C:69]3[CH:74]=[CH:73][CH:72]=[C:71]([C:75]([F:78])([F:77])[F:76])[CH:70]=3)[CH:63]=[CH:62][N:61]=2)[CH:43]=1)[CH3:40].CCN(C(C)C)C(C)C.CN(C(ON1N=NC2C=CC=NC1=2)=[N+](C)C)C.F[P-](F)(F)(F)(F)F. (4) Given the product [C:17]([O:16][C:14]([NH:13][C@@H:7]([CH2:8][CH2:9][N:10]([CH3:11])[CH3:12])[C:6]([NH2:22])=[O:21])=[O:15])([CH3:18])([CH3:19])[CH3:20], predict the reactants needed to synthesize it. The reactants are: C(O[C:6](=[O:21])[C@@H:7]([NH:13][C:14]([O:16][C:17]([CH3:20])([CH3:19])[CH3:18])=[O:15])[CH2:8][CH2:9][N:10]([CH3:12])[CH3:11])C(C)C.[NH3:22]. (5) Given the product [ClH:26].[CH3:1][C:2]1[C:11]2[C:6](=[CH:7][CH:8]=[CH:9][C:10]=2[NH:12][CH:13]2[CH2:18][CH2:17][NH:16][CH2:15][CH2:14]2)[CH:5]=[N:4][CH:3]=1, predict the reactants needed to synthesize it. The reactants are: [CH3:1][C:2]1[C:11]2[C:6](=[CH:7][CH:8]=[CH:9][C:10]=2[NH:12][CH:13]2[CH2:18][CH2:17][N:16](C(OC(C)(C)C)=O)[CH2:15][CH2:14]2)[CH:5]=[N:4][CH:3]=1.[ClH:26].CO. (6) Given the product [Cl:18][C:12]1[CH:13]=[CH:14][CH:15]=[C:16]([F:17])[C:11]=1[C:9]1[NH:10][C:5]2[C:6](=[N:7][C:2]([C:24]3[N:20]([CH3:19])[N:21]=[C:22]([C:28]([F:31])([F:30])[F:29])[CH:23]=3)=[CH:3][CH:4]=2)[CH:8]=1, predict the reactants needed to synthesize it. The reactants are: Br[C:2]1[N:7]=[C:6]2[CH:8]=[C:9]([C:11]3[C:16]([F:17])=[CH:15][CH:14]=[CH:13][C:12]=3[Cl:18])[NH:10][C:5]2=[CH:4][CH:3]=1.[CH3:19][N:20]1[C:24](B(O)O)=[CH:23][C:22]([C:28]([F:31])([F:30])[F:29])=[N:21]1.O1CCOCC1.C(=O)([O-])[O-].[K+].[K+]. (7) Given the product [NH2:15][C:10]1[CH:9]=[C:8]([C:7]([CH2:1][CH3:2])([OH:16])[CH2:20][CH3:21])[CH:13]=[CH:12][C:11]=1[OH:14], predict the reactants needed to synthesize it. The reactants are: [CH2:1]([Mg]Br)[CH3:2].CO[C:7](=[O:16])[C:8]1[CH:13]=[CH:12][C:11]([OH:14])=[C:10]([NH2:15])[CH:9]=1.[NH4+].[Cl-].O.[CH2:20]1COC[CH2:21]1. (8) The reactants are: [Cl:1][C:2]1[CH:7]=[CH:6][C:5]([O:8][C:9](=[O:26])[N:10]([CH2:12][C@H:13]2[CH2:18][CH2:17][C@H:16]([CH2:19][O:20][CH2:21][CH2:22][CH2:23][CH2:24]Br)[CH2:15][CH2:14]2)[CH3:11])=[CH:4][CH:3]=1.[CH2:27]([NH:29][CH2:30][CH2:31][OH:32])[CH3:28]. Given the product [Cl:1][C:2]1[CH:7]=[CH:6][C:5]([O:8][C:9](=[O:26])[N:10]([CH2:12][C@H:13]2[CH2:18][CH2:17][C@H:16]([CH2:19][O:20][CH2:21][CH2:22][CH2:23][CH2:24][N:29]([CH2:27][CH3:28])[CH2:30][CH2:31][OH:32])[CH2:15][CH2:14]2)[CH3:11])=[CH:4][CH:3]=1, predict the reactants needed to synthesize it. (9) Given the product [F:1][C:2]1[C:3]([O:11][CH3:32])=[C:4]([C:5]2[N:18]([C:19]3[CH:24]=[CH:23][C:22]([CH:25]([CH3:27])[CH3:26])=[CH:21][CH:20]=3)[C:16](=[O:17])[C:15]([CH2:28][CH:29]([CH3:31])[CH3:30])=[C:12]([CH3:13])[N:7]=2)[CH:8]=[CH:9][CH:10]=1, predict the reactants needed to synthesize it. The reactants are: [F:1][C:2]1[C:3]([OH:11])=[C:4]([CH:8]=[CH:9][CH:10]=1)[C:5]([NH2:7])=O.[C:12]([CH:15]([CH2:28][CH:29]([CH3:31])[CH3:30])[C:16]([NH:18][C:19]1[CH:24]=[CH:23][C:22]([CH:25]([CH3:27])[CH3:26])=[CH:21][CH:20]=1)=[O:17])(=O)[CH3:13].[C:32]1(C)C(C)=CC=CC=1. (10) Given the product [C:2]([N+:6]([O-:7])=[CH:22][C:21]1[CH:24]=[CH:25][C:18]([S:15]([N:12]2[CH2:11][CH2:10][N:9]([CH3:8])[CH2:14][CH2:13]2)(=[O:17])=[O:16])=[CH:19][CH:20]=1)([CH3:5])([CH3:4])[CH3:3], predict the reactants needed to synthesize it. The reactants are: Cl.[C:2]([NH:6][OH:7])([CH3:5])([CH3:4])[CH3:3].[CH3:8][N:9]1[CH2:14][CH2:13][N:12]([S:15]([C:18]2[CH:25]=[CH:24][C:21]([CH:22]=O)=[CH:20][CH:19]=2)(=[O:17])=[O:16])[CH2:11][CH2:10]1.